The task is: Regression. Given a peptide amino acid sequence and an MHC pseudo amino acid sequence, predict their binding affinity value. This is MHC class I binding data.. This data is from Peptide-MHC class I binding affinity with 185,985 pairs from IEDB/IMGT. (1) The peptide sequence is DHQAAFQYI. The binding affinity (normalized) is 0.274. The MHC is Mamu-A02 with pseudo-sequence Mamu-A02. (2) The peptide sequence is KQFYIFNTH. The MHC is HLA-A02:12 with pseudo-sequence HLA-A02:12. The binding affinity (normalized) is 0.0847.